Task: Predict the reactants needed to synthesize the given product.. Dataset: Full USPTO retrosynthesis dataset with 1.9M reactions from patents (1976-2016) (1) Given the product [Cl:1][C:2]1[CH:3]=[CH:4][C:5]([O:25][CH2:33][CH:34]2[CH2:37][CH2:36][CH2:35]2)=[C:6]([CH2:8][N:9]2[CH:13]=[CH:12][C:11]([C:14]([NH:16][C:17]3[C:18]([F:24])=[CH:19][CH:20]=[CH:21][C:22]=3[F:23])=[O:15])=[N:10]2)[CH:7]=1, predict the reactants needed to synthesize it. The reactants are: [Cl:1][C:2]1[CH:3]=[CH:4][C:5]([OH:25])=[C:6]([CH2:8][N:9]2[CH:13]=[CH:12][C:11]([C:14]([NH:16][C:17]3[C:22]([F:23])=[CH:21][CH:20]=[CH:19][C:18]=3[F:24])=[O:15])=[N:10]2)[CH:7]=1.C(=O)([O-])[O-].[K+].[K+].Br[CH2:33][CH:34]1[CH2:37][CH2:36][CH2:35]1. (2) Given the product [Cl:101][C:95]1[CH:94]=[C:93]([CH:100]=[CH:99][C:96]=1[C:97]#[N:98])[O:92][C@H:88]1[C:89]([CH3:91])([CH3:90])[C@H:86]([NH:85][C:27]([C:26]2[CH:25]=[CH:24][C:23]([NH:22][CH2:21][CH2:20][CH2:19][CH2:18][CH2:17][O:16][CH2:15][C:14]([NH:13][C@@H:8]([C:9]([CH3:10])([CH3:11])[CH3:12])[C:7]([N:5]3[CH2:6][C@H:2]([OH:1])[CH2:3][C@H:4]3[C:34]([NH:35][C@H:36]([C:38]3[CH:39]=[CH:40][C:41]([C:44]4[S:48][CH:47]=[N:46][C:45]=4[CH3:49])=[CH:42][CH:43]=3)[CH3:37])=[O:50])=[O:33])=[O:32])=[CH:31][CH:30]=2)=[O:28])[C:87]1([CH3:102])[CH3:103], predict the reactants needed to synthesize it. The reactants are: [OH:1][C@H:2]1[CH2:6][N:5]([C:7](=[O:33])[C@@H:8]([NH:13][C:14](=[O:32])[CH2:15][O:16][CH2:17][CH2:18][CH2:19][CH2:20][CH2:21][NH:22][C:23]2[CH:31]=[CH:30][C:26]([C:27](O)=[O:28])=[CH:25][CH:24]=2)[C:9]([CH3:12])([CH3:11])[CH3:10])[C@H:4]([C:34](=[O:50])[NH:35][C@H:36]([C:38]2[CH:43]=[CH:42][C:41]([C:44]3[S:48][CH:47]=[N:46][C:45]=3[CH3:49])=[CH:40][CH:39]=2)[CH3:37])[CH2:3]1.CN(C(ON1N=NC2C=CC=NC1=2)=[N+](C)C)C.F[P-](F)(F)(F)(F)F.C(N(C(C)C)CC)(C)C.Cl.[NH2:85][C@H:86]1[C:89]([CH3:91])([CH3:90])[C@H:88]([O:92][C:93]2[CH:100]=[CH:99][C:96]([C:97]#[N:98])=[C:95]([Cl:101])[CH:94]=2)[C:87]1([CH3:103])[CH3:102].